The task is: Regression. Given two drug SMILES strings and cell line genomic features, predict the synergy score measuring deviation from expected non-interaction effect.. This data is from NCI-60 drug combinations with 297,098 pairs across 59 cell lines. (1) Drug 1: CC1C(C(CC(O1)OC2CC(OC(C2O)C)OC3=CC4=CC5=C(C(=O)C(C(C5)C(C(=O)C(C(C)O)O)OC)OC6CC(C(C(O6)C)O)OC7CC(C(C(O7)C)O)OC8CC(C(C(O8)C)O)(C)O)C(=C4C(=C3C)O)O)O)O. Drug 2: C1=NC2=C(N1)C(=S)N=CN2. Cell line: UO-31. Synergy scores: CSS=32.0, Synergy_ZIP=0.755, Synergy_Bliss=3.16, Synergy_Loewe=-7.69, Synergy_HSA=-1.67. (2) Drug 1: CC12CCC3C(C1CCC2=O)CC(=C)C4=CC(=O)C=CC34C. Drug 2: COC1=CC(=CC(=C1O)OC)C2C3C(COC3=O)C(C4=CC5=C(C=C24)OCO5)OC6C(C(C7C(O6)COC(O7)C8=CC=CS8)O)O. Cell line: UACC62. Synergy scores: CSS=44.9, Synergy_ZIP=-0.951, Synergy_Bliss=-0.131, Synergy_Loewe=-4.68, Synergy_HSA=2.82. (3) Drug 2: C1=NC2=C(N=C(N=C2N1C3C(C(C(O3)CO)O)F)Cl)N. Cell line: OVCAR3. Drug 1: C1CCC(CC1)NC(=O)N(CCCl)N=O. Synergy scores: CSS=42.8, Synergy_ZIP=2.46, Synergy_Bliss=5.08, Synergy_Loewe=-15.0, Synergy_HSA=5.25. (4) Cell line: IGROV1. Drug 1: C1CCC(C1)C(CC#N)N2C=C(C=N2)C3=C4C=CNC4=NC=N3. Synergy scores: CSS=13.0, Synergy_ZIP=-7.28, Synergy_Bliss=0.304, Synergy_Loewe=-4.58, Synergy_HSA=1.31. Drug 2: C1=NC2=C(N=C(N=C2N1C3C(C(C(O3)CO)O)F)Cl)N. (5) Drug 1: CC1=C(C=C(C=C1)NC(=O)C2=CC=C(C=C2)CN3CCN(CC3)C)NC4=NC=CC(=N4)C5=CN=CC=C5. Drug 2: COCCOC1=C(C=C2C(=C1)C(=NC=N2)NC3=CC=CC(=C3)C#C)OCCOC.Cl. Cell line: LOX IMVI. Synergy scores: CSS=-4.56, Synergy_ZIP=8.06, Synergy_Bliss=1.93, Synergy_Loewe=-4.28, Synergy_HSA=-2.47.